This data is from NCI-60 drug combinations with 297,098 pairs across 59 cell lines. The task is: Regression. Given two drug SMILES strings and cell line genomic features, predict the synergy score measuring deviation from expected non-interaction effect. (1) Drug 1: CCC1(CC2CC(C3=C(CCN(C2)C1)C4=CC=CC=C4N3)(C5=C(C=C6C(=C5)C78CCN9C7C(C=CC9)(C(C(C8N6C=O)(C(=O)OC)O)OC(=O)C)CC)OC)C(=O)OC)O.OS(=O)(=O)O. Drug 2: C(=O)(N)NO. Cell line: CAKI-1. Synergy scores: CSS=-3.94, Synergy_ZIP=-0.873, Synergy_Bliss=-3.91, Synergy_Loewe=-7.53, Synergy_HSA=-4.77. (2) Drug 1: C1=C(C(=O)NC(=O)N1)F. Drug 2: CC=C1C(=O)NC(C(=O)OC2CC(=O)NC(C(=O)NC(CSSCCC=C2)C(=O)N1)C(C)C)C(C)C. Cell line: SN12C. Synergy scores: CSS=46.9, Synergy_ZIP=2.18, Synergy_Bliss=0.530, Synergy_Loewe=0.391, Synergy_HSA=1.05. (3) Drug 1: CC1CCC2CC(C(=CC=CC=CC(CC(C(=O)C(C(C(=CC(C(=O)CC(OC(=O)C3CCCCN3C(=O)C(=O)C1(O2)O)C(C)CC4CCC(C(C4)OC)OCCO)C)C)O)OC)C)C)C)OC. Drug 2: CC1C(C(CC(O1)OC2CC(OC(C2O)C)OC3=CC4=CC5=C(C(=O)C(C(C5)C(C(=O)C(C(C)O)O)OC)OC6CC(C(C(O6)C)O)OC7CC(C(C(O7)C)O)OC8CC(C(C(O8)C)O)(C)O)C(=C4C(=C3C)O)O)O)O. Cell line: MDA-MB-435. Synergy scores: CSS=39.7, Synergy_ZIP=-2.35, Synergy_Bliss=1.09, Synergy_Loewe=-5.69, Synergy_HSA=0.406. (4) Drug 1: CC1=C2C(C(=O)C3(C(CC4C(C3C(C(C2(C)C)(CC1OC(=O)C(C(C5=CC=CC=C5)NC(=O)OC(C)(C)C)O)O)OC(=O)C6=CC=CC=C6)(CO4)OC(=O)C)OC)C)OC. Drug 2: C1=CC=C(C=C1)NC(=O)CCCCCCC(=O)NO. Cell line: BT-549. Synergy scores: CSS=42.4, Synergy_ZIP=-0.0448, Synergy_Bliss=-1.83, Synergy_Loewe=-31.3, Synergy_HSA=-1.32. (5) Drug 1: CC12CCC3C(C1CCC2=O)CC(=C)C4=CC(=O)C=CC34C. Drug 2: C1=CC(=C2C(=C1NCCNCCO)C(=O)C3=C(C=CC(=C3C2=O)O)O)NCCNCCO. Cell line: OVCAR-4. Synergy scores: CSS=67.9, Synergy_ZIP=0.0223, Synergy_Bliss=1.55, Synergy_Loewe=-5.32, Synergy_HSA=2.79. (6) Synergy scores: CSS=34.0, Synergy_ZIP=-10.4, Synergy_Bliss=-4.57, Synergy_Loewe=-3.68, Synergy_HSA=-4.75. Drug 1: CC1C(C(CC(O1)OC2CC(CC3=C2C(=C4C(=C3O)C(=O)C5=C(C4=O)C(=CC=C5)OC)O)(C(=O)CO)O)N)O.Cl. Drug 2: C1=C(C(=O)NC(=O)N1)N(CCCl)CCCl. Cell line: M14. (7) Drug 1: C1C(C(OC1N2C=NC3=C2NC=NCC3O)CO)O. Drug 2: C1CCC(C(C1)N)N.C(=O)(C(=O)[O-])[O-].[Pt+4]. Cell line: OVCAR-5. Synergy scores: CSS=22.9, Synergy_ZIP=-5.84, Synergy_Bliss=-3.81, Synergy_Loewe=-3.75, Synergy_HSA=-1.35.